This data is from Forward reaction prediction with 1.9M reactions from USPTO patents (1976-2016). The task is: Predict the product of the given reaction. Given the reactants [C:1]([C:5]1[CH:38]=[CH:37][C:8]([C:9]([NH:11][C:12]2[CH:17]=[CH:16][CH:15]=[C:14]([C:18]3[N:19]=[C:20]([NH:26][C:27]4[CH:32]=[CH:31][C:30]([CH2:33][CH2:34][OH:35])=[CH:29][CH:28]=4)[C:21](=[O:25])[N:22]([CH3:24])[CH:23]=3)[C:13]=2[CH3:36])=[O:10])=[CH:7][CH:6]=1)([CH3:4])([CH3:3])[CH3:2].C(N(C(C)C)CC)(C)C.[S:48](Cl)([CH3:51])(=[O:50])=[O:49].[OH-].[Na+], predict the reaction product. The product is: [C:1]([C:5]1[CH:38]=[CH:37][C:8]([C:9]([NH:11][C:12]2[C:13]([CH3:36])=[C:14]([C:18]3[N:19]=[C:20]([NH:26][C:27]4[CH:28]=[CH:29][C:30]([CH2:33][CH2:34][O:35][S:48]([CH3:51])(=[O:50])=[O:49])=[CH:31][CH:32]=4)[C:21](=[O:25])[N:22]([CH3:24])[CH:23]=3)[CH:15]=[CH:16][CH:17]=2)=[O:10])=[CH:7][CH:6]=1)([CH3:4])([CH3:2])[CH3:3].